Dataset: Forward reaction prediction with 1.9M reactions from USPTO patents (1976-2016). Task: Predict the product of the given reaction. (1) Given the reactants [CH3:1][O:2][C:3]1[CH:8]=[CH:7][C:6]([NH:9][C:10]([NH:12]C(=O)C2C=CC=CC=2)=[S:11])=[C:5]([CH3:21])[CH:4]=1.[OH-].[Na+], predict the reaction product. The product is: [CH3:1][O:2][C:3]1[CH:8]=[CH:7][C:6]([NH:9][C:10]([NH2:12])=[S:11])=[C:5]([CH3:21])[CH:4]=1. (2) Given the reactants [N+:1]([C:4]1[CH:21]=[CH:20][C:7]([O:8][C:9]2[C:18]3[CH:17]=[CH:16][C:15](=[O:19])[NH:14][C:13]=3[N:12]=[CH:11][CH:10]=2)=[CH:6][CH:5]=1)([O-])=O.[Cl-].[NH4+].CN(C)C=O.C(O)C, predict the reaction product. The product is: [O:19]=[C:15]1[NH:14][C:13]2[N:12]=[CH:11][CH:10]=[C:9]([O:8][C:7]3[CH:6]=[CH:5][C:4]([NH2:1])=[CH:21][CH:20]=3)[C:18]=2[CH:17]=[CH:16]1. (3) The product is: [CH:31]1([CH2:30][O:29][C:22]2[CH:23]=[CH:24][C:25]([O:27][CH3:28])=[CH:26][C:21]=2[C:20]2[C:15]3[NH:14][C:13]([CH3:34])=[C:12]([C:10]([NH:9][C@H:6]4[CH2:7][CH2:8][C@@H:3]([NH:2][C:40](=[O:41])[C@@H:39]([OH:38])[CH3:43])[CH2:4][CH2:5]4)=[O:11])[C:16]=3[N:17]=[CH:18][N:19]=2)[CH2:32][CH2:33]1. Given the reactants Cl.[NH2:2][C@@H:3]1[CH2:8][CH2:7][C@H:6]([NH:9][C:10]([C:12]2[C:16]3[N:17]=[CH:18][N:19]=[C:20]([C:21]4[CH:26]=[C:25]([O:27][CH3:28])[CH:24]=[CH:23][C:22]=4[O:29][CH2:30][CH:31]4[CH2:33][CH2:32]4)[C:15]=3[NH:14][C:13]=2[CH3:34])=[O:11])[CH2:5][CH2:4]1.C([O:38][C@@H:39]([CH3:43])[C:40](Cl)=[O:41])(=O)C, predict the reaction product. (4) Given the reactants C[Si]([N-][Si](C)(C)C)(C)C.[K+].[C:11]([C:19]1[CH:20]=[C:21]([N:25]([CH2:31][C:32]2[CH:33]=[N:34][CH:35]=[CH:36][CH:37]=2)[S:26]([CH2:29][CH3:30])(=[O:28])=[O:27])[CH:22]=[CH:23][CH:24]=1)(=O)[C:12]1[CH:17]=[CH:16][CH:15]=[CH:14][CH:13]=1.[C:38]([O-])(O)=O.[Na+], predict the reaction product. The product is: [C:12]1([C:11]([C:19]2[CH:20]=[C:21]([N:25]([CH2:31][C:32]3[CH:33]=[N:34][CH:35]=[CH:36][CH:37]=3)[S:26]([CH2:29][CH3:30])(=[O:28])=[O:27])[CH:22]=[CH:23][CH:24]=2)=[CH2:38])[CH:17]=[CH:16][CH:15]=[CH:14][CH:13]=1. (5) Given the reactants BrC1C=CC(O)=CC=1.IC1C=CC(I)=CC=1C(O)=O.C([O-])([O-])=O.[Cs+].[Cs+].OS(O)(=O)=O.[Br:31][C:32]1[CH:48]=[CH:47][C:35]([O:36][C:37]2[CH:45]=[CH:44][C:43]([I:46])=[CH:42][C:38]=2[C:39]([OH:41])=O)=[CH:34][CH:33]=1, predict the reaction product. The product is: [Br:31][C:32]1[CH:33]=[CH:34][C:35]2[O:36][C:37]3[C:38](=[CH:42][C:43]([I:46])=[CH:44][CH:45]=3)[C:39](=[O:41])[C:47]=2[CH:48]=1. (6) Given the reactants [CH3:1][O:2][C:3]1[CH:15]=[C:14]2[C:6]([C:7]3[CH2:8][CH2:9][CH2:10][CH2:11][C:12]=3[N:13]2[CH2:16][C:17](O)=[O:18])=[CH:5][CH:4]=1.C1C=CC2N(O)N=NC=2C=1.[CH2:30]([NH:34][CH2:35][CH2:36][CH2:37][CH3:38])[CH2:31][CH2:32][CH3:33].C(Cl)CCl, predict the reaction product. The product is: [CH2:30]([N:34]([CH2:35][CH2:36][CH2:37][CH3:38])[C:17](=[O:18])[CH2:16][N:13]1[C:12]2[CH2:11][CH2:10][CH2:9][CH2:8][C:7]=2[C:6]2[C:14]1=[CH:15][C:3]([O:2][CH3:1])=[CH:4][CH:5]=2)[CH2:31][CH2:32][CH3:33]. (7) Given the reactants [H-].[Na+].[Cl:3][C:4]1[N:9]=[C:8]2[NH:10][CH:11]=[CH:12][C:7]2=[C:6]([N+:13]([O-:15])=[O:14])[CH:5]=1.[CH3:16][Si:17]([CH3:24])([CH3:23])[CH2:18][CH2:19][O:20][CH2:21]Cl, predict the reaction product. The product is: [Cl:3][C:4]1[N:9]=[C:8]2[N:10]([CH2:21][O:20][CH2:19][CH2:18][Si:17]([CH3:24])([CH3:23])[CH3:16])[CH:11]=[CH:12][C:7]2=[C:6]([N+:13]([O-:15])=[O:14])[CH:5]=1.